This data is from Catalyst prediction with 721,799 reactions and 888 catalyst types from USPTO. The task is: Predict which catalyst facilitates the given reaction. (1) Reactant: [F:1][C:2]1([F:30])[CH2:5][N:4]([C:6]([C:8]2[CH:17]=[CH:16][C:15]3[C:10](=[C:11]([C:18]4[CH:23]=[CH:22][C:21]([C:24]5[CH:25]=[N:26][N:27]([CH3:29])[CH:28]=5)=[CH:20][CH:19]=4)[CH:12]=[N:13][CH:14]=3)[N:9]=2)=[O:7])[CH2:3]1.ClC1C=C(C=CC=1)C(OO)=O.C([O-])(O)=O.[Na+].C1(C)C=CC(S(Cl)(=O)=O)=CC=1.C(C[NH2:61])O. Product: [NH2:61][C:14]1[N:13]=[CH:12][C:11]([C:18]2[CH:19]=[CH:20][C:21]([C:24]3[CH:25]=[N:26][N:27]([CH3:29])[CH:28]=3)=[CH:22][CH:23]=2)=[C:10]2[C:15]=1[CH:16]=[CH:17][C:8]([C:6]([N:4]1[CH2:3][C:2]([F:1])([F:30])[CH2:5]1)=[O:7])=[N:9]2. The catalyst class is: 34. (2) Reactant: C[O:2][CH2:3][O:4][C:5]1[CH:14]=[CH:13][C:12]2[O:11][CH:10]([C:15]3[CH:20]=[CH:19][C:18](OCOC)=[CH:17][CH:16]=3)C3CC(O)CC3[C:7]=2[CH:6]=1.[CH2:29]([Mg]Cl)C=C.CCOCC.C([O-])(O)=O.[Na+].C(C1CC2C(C3C=CC(OCOC)=CC=3)O[C:52]3[CH:53]=[CH:54][C:55]([C:58]([O:60][CH3:61])=[O:59])=C[C:57]=3C2C1)C. Product: [CH2:61]([O:60][C:58]([CH:55]1[CH:54]([CH2:53][CH:52]=[CH2:57])[C:6]2[C:5](=[CH:14][CH:13]=[C:12]([O:11][CH2:10][C:15]3[CH:20]=[CH:19][CH:18]=[CH:17][CH:16]=3)[CH:7]=2)[O:4][C:3]1=[O:2])=[O:59])[CH3:29]. The catalyst class is: 1. (3) Reactant: C(OC(=O)[NH:7][CH2:8][CH2:9][O:10][N:11]1[C:19](=[O:20])[C:18]2[C:13](=[CH:14][CH:15]=[CH:16][CH:17]=2)[C:12]1=[O:21])(C)(C)C. Product: [NH2:7][CH2:8][CH2:9][O:10][N:11]1[C:12](=[O:21])[C:13]2[C:18](=[CH:17][CH:16]=[CH:15][CH:14]=2)[C:19]1=[O:20]. The catalyst class is: 89. (4) Reactant: C[O:2][CH:3]=[C:4]1[CH2:9][CH2:8][CH:7]([C:10]2[CH:15]=[CH:14][CH:13]=[CH:12][CH:11]=2)[CH2:6][CH2:5]1.Cl.O.C(OCC)(=O)C. Product: [C:10]1([CH:7]2[CH2:8][CH2:9][CH:4]([CH:3]=[O:2])[CH2:5][CH2:6]2)[CH:15]=[CH:14][CH:13]=[CH:12][CH:11]=1. The catalyst class is: 7. (5) Reactant: [C:1]([O:5][C:6]([N:8]1[CH2:12][CH2:11][CH2:10][CH:9]1[C:13]1[S:14][C:15]([CH3:22])=[C:16]([C:18]([O:20]C)=[O:19])[CH:17]=1)=[O:7])([CH3:4])([CH3:3])[CH3:2].O.O.[OH-].[Li+].Cl. Product: [C:1]([O:5][C:6]([N:8]1[CH2:12][CH2:11][CH2:10][CH:9]1[C:13]1[S:14][C:15]([CH3:22])=[C:16]([C:18]([OH:20])=[O:19])[CH:17]=1)=[O:7])([CH3:4])([CH3:3])[CH3:2]. The catalyst class is: 5. (6) Reactant: Cl[C:2]1[N:7]=[CH:6][N:5]=[C:4]([C:8]([O:10][CH2:11][CH3:12])=[O:9])[C:3]=1[CH3:13].[CH3:14][C@@H:15]1[NH:20][CH2:19][CH2:18][N:17]([C:21]2[N:26]=[CH:25][CH:24]=[CH:23][N:22]=2)[CH2:16]1.C(N(CC)C(C)C)(C)C. Product: [CH3:13][C:3]1[C:4]([C:8]([O:10][CH2:11][CH3:12])=[O:9])=[N:5][CH:6]=[N:7][C:2]=1[N:20]1[CH2:19][CH2:18][N:17]([C:21]2[N:22]=[CH:23][CH:24]=[CH:25][N:26]=2)[CH2:16][C@@H:15]1[CH3:14]. The catalyst class is: 395. (7) Reactant: [NH2:1][CH2:2][CH:3]1[CH2:7][N:6]([C:8]2[CH:13]=[CH:12][C:11]([N:14]3[CH2:19][CH2:18][O:17][CH2:16][CH2:15]3)=[CH:10][CH:9]=2)[C:5](=[O:20])[CH2:4]1.C(N(CC)CC)C.[Cl:28][C:29]1[S:33][C:32]([C:34](Cl)=[O:35])=[CH:31][CH:30]=1. Product: [Cl:28][C:29]1[S:33][C:32]([C:34]([NH:1][CH2:2][CH:3]2[CH2:4][C:5](=[O:20])[N:6]([C:8]3[CH:9]=[CH:10][C:11]([N:14]4[CH2:19][CH2:18][O:17][CH2:16][CH2:15]4)=[CH:12][CH:13]=3)[CH2:7]2)=[O:35])=[CH:31][CH:30]=1. The catalyst class is: 217.